Dataset: Reaction yield outcomes from USPTO patents with 853,638 reactions. Task: Predict the reaction yield, written as a fraction of the theoretical maximum amount of product (1.0 means a 100% yield; for example, 0.34 means a 34% yield). The reactants are [CH2:1]([NH:3][C:4]([NH:6][C:7]1[N:12]=[CH:11][C:10]([C:13]2[CH:18]=[CH:17][N:16]=[C:15]([C:19]([NH:21][NH2:22])=[O:20])[CH:14]=2)=[C:9]([C:23]2[S:24][CH:25]=[C:26]([C:28]3[CH:33]=[CH:32][CH:31]=[CH:30][N:29]=3)[N:27]=2)[CH:8]=1)=[O:5])[CH3:2].C(N(C(C)C)CC)(C)C.[C:43](N1C=CN=C1)(N1C=CN=C1)=[O:44].CO. The catalyst is CN(C=O)C. The product is [CH2:1]([NH:3][C:4]([NH:6][C:7]1[N:12]=[CH:11][C:10]([C:13]2[CH:18]=[CH:17][N:16]=[C:15]([C:19]3[O:20][C:43](=[O:44])[NH:22][N:21]=3)[CH:14]=2)=[C:9]([C:23]2[S:24][CH:25]=[C:26]([C:28]3[CH:33]=[CH:32][CH:31]=[CH:30][N:29]=3)[N:27]=2)[CH:8]=1)=[O:5])[CH3:2]. The yield is 0.250.